Dataset: NCI-60 drug combinations with 297,098 pairs across 59 cell lines. Task: Regression. Given two drug SMILES strings and cell line genomic features, predict the synergy score measuring deviation from expected non-interaction effect. Drug 1: C1CCN(CC1)CCOC2=CC=C(C=C2)C(=O)C3=C(SC4=C3C=CC(=C4)O)C5=CC=C(C=C5)O. Drug 2: CNC(=O)C1=CC=CC=C1SC2=CC3=C(C=C2)C(=NN3)C=CC4=CC=CC=N4. Cell line: NCIH23. Synergy scores: CSS=4.08, Synergy_ZIP=3.71, Synergy_Bliss=7.66, Synergy_Loewe=1.25, Synergy_HSA=2.38.